From a dataset of Catalyst prediction with 721,799 reactions and 888 catalyst types from USPTO. Predict which catalyst facilitates the given reaction. (1) Reactant: [I:1][C:2]1[CH:7]=[CH:6][CH:5]=[C:4]([N+:8]([O-:10])=[O:9])[C:3]=1[CH2:11][C:12](=[O:16])C(O)=O.[OH2:17].OO. Product: [I:1][C:2]1[CH:7]=[CH:6][CH:5]=[C:4]([N+:8]([O-:10])=[O:9])[C:3]=1[CH2:11][C:12]([OH:16])=[O:17]. The catalyst class is: 5. (2) Reactant: C[Al](C)C.C1(C)C=CC=CC=1.Cl.[CH3:13][NH:14][CH3:15].[S:16]1[CH:20]=[CH:19][CH:18]=[C:17]1[C:21]1[NH:25][CH:24]=[C:23]([CH2:26][CH2:27][C:28]([O:30]CC)=O)[CH:22]=1. Product: [CH3:13][N:14]([CH3:15])[C:28](=[O:30])[CH2:27][CH2:26][C:23]1[CH:22]=[C:21]([C:17]2[S:16][CH:20]=[CH:19][CH:18]=2)[NH:25][CH:24]=1. The catalyst class is: 48. (3) Reactant: [C:1]1([CH:7]([C:30]2[CH:35]=[CH:34][CH:33]=[CH:32][CH:31]=2)[C:8]2[S:12][C:11]([C:13]([NH:15][C@@H:16]([CH2:24][CH2:25][C:26]([O:28]C)=[O:27])[C:17]([O:19][C:20]([CH3:23])([CH3:22])[CH3:21])=[O:18])=[O:14])=[CH:10][CH:9]=2)[CH:6]=[CH:5][CH:4]=[CH:3][CH:2]=1. Product: [C:20]([O:19][C:17](=[O:18])[C@@H:16]([NH:15][C:13]([C:11]1[S:12][C:8]([CH:7]([C:30]2[CH:31]=[CH:32][CH:33]=[CH:34][CH:35]=2)[C:1]2[CH:6]=[CH:5][CH:4]=[CH:3][CH:2]=2)=[CH:9][CH:10]=1)=[O:14])[CH2:24][CH2:25][C:26]([OH:28])=[O:27])([CH3:23])([CH3:21])[CH3:22]. The catalyst class is: 273. (4) Reactant: [C:1]([O-:8])(=[O:7])[CH2:2][CH2:3][C:4]([O-:6])=[O:5].[Na+:9].[Na+].[OH:11][S:12]([OH:15])(=[O:14])=[O:13].C(O)C.C([O-])(=O)CCC([O-])=O.[Na+].[Na+]. Product: [C:1]([OH:8])(=[O:7])[CH2:2][CH2:3][C:4]([OH:6])=[O:5].[S:12]([O-:15])([O-:14])(=[O:13])=[O:11].[Na+:9].[Na+:9]. The catalyst class is: 8. (5) Reactant: [C:1]1([C:16]2[CH:21]=[CH:20][CH:19]=[CH:18][CH:17]=2)[CH:6]=[CH:5][C:4]([C:7]2([C:12]([O:14][CH3:15])=[O:13])[CH2:9][CH:8]2[CH:10]=O)=[CH:3][CH:2]=1.[CH3:22][NH2:23].[BH4-].[Na+].[ClH:26]. Product: [ClH:26].[C:1]1([C:16]2[CH:21]=[CH:20][CH:19]=[CH:18][CH:17]=2)[CH:6]=[CH:5][C:4]([C:7]2([C:12]([O:14][CH3:15])=[O:13])[CH2:9][CH:8]2[CH2:10][NH:23][CH3:22])=[CH:3][CH:2]=1. The catalyst class is: 459. (6) Reactant: [NH2:1][C@@H:2]([CH2:5]/[CH:6]=[C:7](/[C:9]1[CH:14]=[CH:13][CH:12]=[CH:11][CH:10]=1)\[CH3:8])[CH2:3][OH:4]. Product: [NH2:1][C@@H:2]([CH2:5][CH2:6][CH:7]([C:9]1[CH:10]=[CH:11][CH:12]=[CH:13][CH:14]=1)[CH3:8])[CH2:3][OH:4]. The catalyst class is: 19.